This data is from Reaction yield outcomes from USPTO patents with 853,638 reactions. The task is: Predict the reaction yield, written as a fraction of the theoretical maximum amount of product (1.0 means a 100% yield; for example, 0.34 means a 34% yield). (1) The reactants are [C:1]([CH2:3][CH2:4][CH2:5][OH:6])#[N:2].C(N(CC)CC)C.[C:14](Cl)([C:27]1[CH:32]=[CH:31][CH:30]=[CH:29][CH:28]=1)([C:21]1[CH:26]=[CH:25][CH:24]=[CH:23][CH:22]=1)[C:15]1[CH:20]=[CH:19][CH:18]=[CH:17][CH:16]=1.CO. The catalyst is ClCCl. The product is [C:14]([O:6][CH2:5][CH2:4][CH2:3][C:1]#[N:2])([C:15]1[CH:20]=[CH:19][CH:18]=[CH:17][CH:16]=1)([C:27]1[CH:28]=[CH:29][CH:30]=[CH:31][CH:32]=1)[C:21]1[CH:22]=[CH:23][CH:24]=[CH:25][CH:26]=1. The yield is 0.617. (2) The reactants are Cl.[Br:2][C:3]1C=C[C:6]([CH2:7]N)=[CH:5][CH:4]=1.C([N:13]([CH2:16][CH3:17])CC)C.[N:18]1[C:27]2[C:22](=[CH:23][N:24]=[CH:25][CH:26]=2)[CH:21]=[CH:20][C:19]=1[C:28]([OH:30])=O.O.ON1C2C=CC=CC=2N=N1.Cl.CN(C)CCCN=C=NCC. The catalyst is CN(C=O)C.CCOC(C)=O. The product is [Br:2][C:3]1[CH:4]=[CH:5][CH:6]=[CH:7][C:17]=1[CH2:16][NH:13][C:28]([C:19]1[CH:20]=[CH:21][C:22]2[C:27](=[CH:26][CH:25]=[N:24][CH:23]=2)[N:18]=1)=[O:30]. The yield is 0.990. (3) The product is [CH3:2][O:3][C:4]([C@@H:5]1[CH2:9][C@@H:8]([OH:10])[CH2:7][N:6]1[S:22]([C:13]1[CH:14]=[CH:15][C:16]2[C:21](=[CH:20][CH:19]=[CH:18][CH:17]=2)[CH:12]=1)(=[O:24])=[O:23])=[O:11]. The catalyst is C1(C)C=CC=CC=1.C1COCC1. The reactants are Cl.[CH3:2][O:3][C:4](=[O:11])[C@@H:5]1[CH2:9][C@@H:8]([OH:10])[CH2:7][NH:6]1.[CH:12]1[C:21]2[C:16](=[CH:17][CH:18]=[CH:19][CH:20]=2)[CH:15]=[CH:14][C:13]=1[S:22](Cl)(=[O:24])=[O:23].O. The yield is 0.820. (4) The reactants are [Br:1][C:2]1[CH:7]=[CH:6][C:5]([C@@H:8]([NH:10][CH2:11][CH2:12][C:13]2([CH:18]([CH3:20])[CH3:19])OCC[O:14]2)[CH3:9])=[CH:4][CH:3]=1.Cl.C([O-])(O)=O.[Na+]. The catalyst is CO. The product is [Br:1][C:2]1[CH:3]=[CH:4][C:5]([C@@H:8]([NH:10][CH2:11][CH2:12][C:13](=[O:14])[CH:18]([CH3:20])[CH3:19])[CH3:9])=[CH:6][CH:7]=1. The yield is 0.970. (5) The reactants are [Br:1][C:2]1[CH:3]=[C:4]2[C:8](=[CH:9][CH:10]=1)[C:7](=[O:11])[CH2:6][C:5]2([CH3:13])[CH3:12].CS(O)(=O)=O.[N-:19]=[N+]=[N-].[Na+]. The catalyst is C(Cl)Cl. The product is [Br:1][C:2]1[CH:3]=[C:4]2[C:8](=[CH:9][CH:10]=1)[C:7](=[O:11])[NH:19][CH2:6][C:5]2([CH3:13])[CH3:12]. The yield is 0.400.